This data is from Peptide-MHC class I binding affinity with 185,985 pairs from IEDB/IMGT. The task is: Regression. Given a peptide amino acid sequence and an MHC pseudo amino acid sequence, predict their binding affinity value. This is MHC class I binding data. (1) The peptide sequence is ALYLLDGLRA. The MHC is HLA-A02:01 with pseudo-sequence HLA-A02:01. The binding affinity (normalized) is 0.485. (2) The peptide sequence is DLQHGAESF. The MHC is Patr-A0301 with pseudo-sequence Patr-A0301. The binding affinity (normalized) is 0. (3) The peptide sequence is YLRLYIILA. The MHC is HLA-A02:02 with pseudo-sequence HLA-A02:02. The binding affinity (normalized) is 0.805. (4) The peptide sequence is MAMTDTTPF. The MHC is HLA-B53:01 with pseudo-sequence HLA-B53:01. The binding affinity (normalized) is 0.843.